Task: Predict the reactants needed to synthesize the given product.. Dataset: Full USPTO retrosynthesis dataset with 1.9M reactions from patents (1976-2016) (1) Given the product [CH3:6][C:5]1[C:6]2[C:5](=[C:4]([N+:1]([O-:3])=[O:2])[CH:9]=[CH:8][CH:7]=2)[NH:10][C:4]=1[C:9](=[O:19])[CH2:8][CH3:7], predict the reactants needed to synthesize it. The reactants are: [N+:1]([C:4]1[CH:9]=[CH:8][CH:7]=[CH:6][C:5]=1[NH:10]N=C(C(=O)CC)CC)([O-:3])=[O:2].[OH-:19].[Na+]. (2) Given the product [Br:11][C:9]1[CH:10]=[C:6]([CH:4]([OH:5])[CH2:3][CH2:2][NH:1][C:14](=[O:15])[C:13]([F:20])([F:19])[F:12])[S:7][CH:8]=1, predict the reactants needed to synthesize it. The reactants are: [NH2:1][CH2:2][CH2:3][CH:4]([C:6]1[S:7][CH:8]=[C:9]([Br:11])[CH:10]=1)[OH:5].[F:12][C:13]([F:20])([F:19])[C:14](OCC)=[O:15]. (3) Given the product [CH3:20][C:21]1[C:22]([CH2:27][N:28]([CH2:35][C:36]2[C:41]([CH3:42])=[CH:40][CH:39]=[CH:38][N:37]=2)[CH:29]2[CH2:34][CH2:33][N:32]([C:1]([C:2]3[CH:11]=[CH:10][C:9]4[C:4](=[CH:5][CH:6]=[CH:7][CH:8]=4)[N:3]=3)=[O:13])[CH2:31][CH2:30]2)=[N:23][CH:24]=[CH:25][CH:26]=1, predict the reactants needed to synthesize it. The reactants are: [C:1]([OH:13])(=O)[C:2]1[CH:11]=[CH:10][C:9]2[C:4](=[CH:5][CH:6]=[CH:7][CH:8]=2)[N:3]=1.C(Cl)(=O)C(Cl)=O.[CH3:20][C:21]1[C:22]([CH2:27][N:28]([CH2:35][C:36]2[C:41]([CH3:42])=[CH:40][CH:39]=[CH:38][N:37]=2)[CH:29]2[CH2:34][CH2:33][NH:32][CH2:31][CH2:30]2)=[N:23][CH:24]=[CH:25][CH:26]=1.CCN(C(C)C)C(C)C. (4) Given the product [CH3:11][O:12][C:2]1[N:6]([CH3:7])[N:5]=[C:4]([CH3:8])[C:3]=1[C:9]#[N:10], predict the reactants needed to synthesize it. The reactants are: Cl[C:2]1[N:6]([CH3:7])[N:5]=[C:4]([CH3:8])[C:3]=1[C:9]#[N:10].[CH3:11][O-:12].[Na+]. (5) Given the product [ClH:27].[C:1]([NH:4][C:5]([C:7]1[CH:13]=[C:11]2[C:10]([CH2:14][N:15]=[C:16]([CH3:17])[N:12]2[CH2:30][C:29]2[CH:32]=[CH:33][C:34]([Cl:36])=[CH:35][C:28]=2[Cl:27])=[CH:9][CH:8]=1)=[O:6])(=[O:3])[CH3:2], predict the reactants needed to synthesize it. The reactants are: [C:1]([NH:4][C:5]([C:7]1[CH:8]=[CH:9][C:10]([CH2:14][NH:15][C:16](=O)[CH3:17])=[C:11]([CH:13]=1)[NH2:12])=[O:6])(=[O:3])[CH3:2].C(=O)([O-])[O-].[K+].[K+].[I-].[K+].[Cl:27][C:28]1[CH:35]=[C:34]([Cl:36])[CH:33]=[CH:32][C:29]=1[CH2:30]Cl. (6) Given the product [Cl:1][C:2]1[CH:3]=[C:4]([C:5]([N:17]2[C:18]3[C:14](=[C:13]([F:12])[C:21]([F:22])=[CH:20][CH:19]=3)[CH2:15][CH2:16]2)=[O:7])[CH:8]=[CH:9][N:10]=1, predict the reactants needed to synthesize it. The reactants are: [Cl:1][C:2]1[CH:3]=[C:4]([CH:8]=[CH:9][N:10]=1)[C:5]([OH:7])=O.Cl.[F:12][C:13]1[C:21]([F:22])=[CH:20][CH:19]=[C:18]2[C:14]=1[CH2:15][CH2:16][NH:17]2.